Dataset: Reaction yield outcomes from USPTO patents with 853,638 reactions. Task: Predict the reaction yield, written as a fraction of the theoretical maximum amount of product (1.0 means a 100% yield; for example, 0.34 means a 34% yield). (1) The reactants are [F:1][C:2]1([F:17])[O:6][C:5]2[CH:7]=[CH:8][C:9]([C:11]3([C:14](Cl)=[O:15])[CH2:13][CH2:12]3)=[CH:10][C:4]=2[O:3]1.C(N(CC)CC)C.[Cl:25][C:26]1[N:31]=[C:30]([NH2:32])[CH:29]=[CH:28][C:27]=1[CH2:33][CH3:34]. The yield is 0.690. The product is [Cl:25][C:26]1[N:31]=[C:30]([NH:32][C:14]([C:11]2([C:9]3[CH:8]=[CH:7][C:5]4[O:6][C:2]([F:17])([F:1])[O:3][C:4]=4[CH:10]=3)[CH2:13][CH2:12]2)=[O:15])[CH:29]=[CH:28][C:27]=1[CH2:33][CH3:34]. The catalyst is ClCCl. (2) The reactants are [H-].[Na+].[CH2:3]([OH:10])[C:4]1[CH:9]=[CH:8][CH:7]=[CH:6][CH:5]=1.Cl[C:12]1[C:21]2[C:16](=[C:17]([CH3:24])[C:18]([O:22][CH3:23])=[CH:19][CH:20]=2)[N+:15]([O-:25])=[CH:14][CH:13]=1.O. The catalyst is CN(C=O)C. The product is [CH2:3]([O:10][C:12]1[C:21]2[C:16](=[C:17]([CH3:24])[C:18]([O:22][CH3:23])=[CH:19][CH:20]=2)[N+:15]([O-:25])=[CH:14][CH:13]=1)[C:4]1[CH:9]=[CH:8][CH:7]=[CH:6][CH:5]=1. The yield is 0.590.